Dataset: Forward reaction prediction with 1.9M reactions from USPTO patents (1976-2016). Task: Predict the product of the given reaction. (1) Given the reactants [CH3:1][N:2]([CH2:10][C:11]1[S:12][C:13]([S:22]([C:25]2[CH:30]=[CH:29][CH:28]=[CH:27][CH:26]=2)(=[O:24])=[O:23])=[C:14]([C:16]2[N:17]([CH3:21])[CH:18]=[CH:19][N:20]=2)[CH:15]=1)C(=O)OC(C)(C)C.C(OCC)(=O)C.[ClH:37], predict the reaction product. The product is: [ClH:37].[ClH:37].[CH3:1][NH:2][CH2:10][C:11]1[S:12][C:13]([S:22]([C:25]2[CH:30]=[CH:29][CH:28]=[CH:27][CH:26]=2)(=[O:23])=[O:24])=[C:14]([C:16]2[N:17]([CH3:21])[CH:18]=[CH:19][N:20]=2)[CH:15]=1. (2) Given the reactants C(OC([N:8]1[CH2:27][CH2:26][C:11]2([CH2:15][N:14]([C:16]3[S:17][C:18]([S:21]([CH3:24])(=[O:23])=[O:22])=[CH:19][N:20]=3)[C:13](=[O:25])[CH2:12]2)[CH2:10][CH2:9]1)=O)(C)(C)C.Cl, predict the reaction product. The product is: [CH3:24][S:21]([C:18]1[S:17][C:16]([N:14]2[C:13](=[O:25])[CH2:12][C:11]3([CH2:26][CH2:27][NH:8][CH2:9][CH2:10]3)[CH2:15]2)=[N:20][CH:19]=1)(=[O:22])=[O:23]. (3) Given the reactants [N:1]1([C:7]2[N:12]=[C:11]([N:13]3[CH2:18][CH2:17][O:16][CH2:15][CH2:14]3)[N:10]=[C:9]([C:19]3[CH:25]=[CH:24][C:22]([NH2:23])=[CH:21][CH:20]=3)[N:8]=2)[CH2:6][CH2:5][O:4][CH2:3][CH2:2]1.[CH3:26][O:27][C:28]1[CH:33]=[C:32]([O:34][CH3:35])[CH:31]=[CH:30][C:29]=1[N:36]=[C:37]=[O:38], predict the reaction product. The product is: [CH3:26][O:27][C:28]1[CH:33]=[C:32]([O:34][CH3:35])[CH:31]=[CH:30][C:29]=1[NH:36][C:37]([NH:23][C:22]1[CH:24]=[CH:25][C:19]([C:9]2[N:8]=[C:7]([N:1]3[CH2:2][CH2:3][O:4][CH2:5][CH2:6]3)[N:12]=[C:11]([N:13]3[CH2:18][CH2:17][O:16][CH2:15][CH2:14]3)[N:10]=2)=[CH:20][CH:21]=1)=[O:38]. (4) Given the reactants Br[C:2]1[CH:3]=[C:4]([O:16][CH:17]([C:19]2[C:24]([Cl:25])=[CH:23][CH:22]=[C:21]([F:26])[C:20]=2[Cl:27])[CH3:18])[C:5]([NH:8][C:9]([O:11][C:12]([CH3:15])([CH3:14])[CH3:13])=[O:10])=[N:6][CH:7]=1.[C:28]([O:32][C:33]([NH:35][N:36]1[CH2:41][CH2:40][CH:39]([N:42]2[CH:46]=[C:45](OB(O)O)[CH:44]=[N:43]2)[CH2:38][CH2:37]1)=[O:34])([CH3:31])([CH3:30])[CH3:29].C([O-])([O-])=O.[Na+].[Na+], predict the reaction product. The product is: [Cl:27][C:20]1[C:21]([F:26])=[CH:22][CH:23]=[C:24]([Cl:25])[C:19]=1[CH:17]([O:16][C:4]1[C:5]([NH:8][C:9]([O:11][C:12]([CH3:15])([CH3:14])[CH3:13])=[O:10])=[N:6][CH:7]=[C:2]([C:45]2[CH:44]=[N:43][N:42]([CH:39]3[CH2:38][CH2:37][N:36]([NH:35][C:33]([O:32][C:28]([CH3:31])([CH3:30])[CH3:29])=[O:34])[CH2:41][CH2:40]3)[CH:46]=2)[CH:3]=1)[CH3:18].